This data is from Forward reaction prediction with 1.9M reactions from USPTO patents (1976-2016). The task is: Predict the product of the given reaction. Given the reactants I[C:2]1[CH:3]=[C:4]([C:8](=[O:18])[CH2:9]C2C=CN=C(SC)N=2)[CH:5]=C[CH:7]=1.C[Si]([C:23]#[CH:24])(C)C.C(NC(C)C)(C)C.[OH2:32], predict the reaction product. The product is: [CH3:7][CH2:2][CH2:3][CH:4]([CH3:8])[CH3:5].[C:23]([O:18][CH2:8][CH3:9])(=[O:32])[CH3:24].